This data is from Full USPTO retrosynthesis dataset with 1.9M reactions from patents (1976-2016). The task is: Predict the reactants needed to synthesize the given product. (1) The reactants are: [Br:1][C:2]1[N:6]([CH2:7][C:8]([C:10]2[CH:15]=[CH:14][C:13]([O:16][CH3:17])=[CH:12][CH:11]=2)=O)[C:5]([C:18]([O:20]C)=O)=[CH:4][CH:3]=1.[CH2:22]([NH2:25])[CH2:23][NH2:24]. Given the product [Br:1][C:2]1[N:6]2[CH2:7][C:8]3([C:10]4[CH:11]=[CH:12][C:13]([O:16][CH3:17])=[CH:14][CH:15]=4)[NH:25][CH2:22][CH2:23][N:24]3[C:18](=[O:20])[C:5]2=[CH:4][CH:3]=1, predict the reactants needed to synthesize it. (2) Given the product [NH:1]1[C:9]2[C:4](=[CH:5][C:6]([NH:10][C:11]3[C:20]4[C:15](=[CH:16][CH:17]=[CH:18][CH:19]=4)[N:14]=[C:13]([C:21]4[CH:22]=[C:23]([CH:29]=[CH:30][CH:31]=4)[O:24][CH2:25][C:26]([NH:81][CH:78]4[CH2:79][CH2:80][O:75][CH2:76][CH2:77]4)=[O:28])[N:12]=3)=[CH:7][CH:8]=2)[CH:3]=[N:2]1, predict the reactants needed to synthesize it. The reactants are: [NH:1]1[C:9]2[C:4](=[CH:5][C:6]([NH:10][C:11]3[C:20]4[C:15](=[CH:16][CH:17]=[CH:18][CH:19]=4)[N:14]=[C:13]([C:21]4[CH:22]=[C:23]([CH:29]=[CH:30][CH:31]=4)[O:24][CH2:25][C:26]([OH:28])=O)[N:12]=3)=[CH:7][CH:8]=2)[CH:3]=[N:2]1.C1CN([P+](ON2N=NC3C=CC=CC2=3)(N2CCCC2)N2CCCC2)CC1.F[P-](F)(F)(F)(F)F.CCN(C(C)C)C(C)C.Cl.[O:75]1[CH2:80][CH2:79][CH:78]([NH2:81])[CH2:77][CH2:76]1. (3) The reactants are: [C:1]([O:5][C:6]([NH:8][C@H:9]([C:11](O)=O)[CH3:10])=[O:7])([CH3:4])([CH3:3])[CH3:2].C([O:17][CH2:18][CH2:19][C:20]1[CH:25]=[CH:24][C:23]([NH:26][C:27]2[CH:32]=[C:31]([Cl:33])[C:30]([C:34]([F:37])([F:36])[F:35])=[CH:29][C:28]=2[NH2:38])=[CH:22][CH:21]=1)(=O)C. Given the product [Cl:33][C:31]1[C:30]([C:34]([F:35])([F:36])[F:37])=[CH:29][C:28]2[N:38]=[C:11]([CH:9]([NH:8][C:6](=[O:7])[O:5][C:1]([CH3:2])([CH3:3])[CH3:4])[CH3:10])[N:26]([C:23]3[CH:24]=[CH:25][C:20]([CH2:19][CH2:18][OH:17])=[CH:21][CH:22]=3)[C:27]=2[CH:32]=1, predict the reactants needed to synthesize it. (4) Given the product [CH:15]1([CH2:18][NH:12][CH2:11][CH2:10][C:7]2[CH:8]=[CH:9][C:4]([O:3][CH2:1][CH3:2])=[C:5]([O:13][CH3:14])[CH:6]=2)[CH2:17][CH2:16]1, predict the reactants needed to synthesize it. The reactants are: [CH2:1]([O:3][C:4]1[CH:9]=[CH:8][C:7]([CH2:10][CH2:11][NH2:12])=[CH:6][C:5]=1[O:13][CH3:14])[CH3:2].[CH:15]1([CH:18]=O)[CH2:17][CH2:16]1. (5) Given the product [CH3:1][N:2]1[C:6]([CH:7]([C:9]2[C:18]3[C:13](=[CH:14][CH:15]=[CH:16][CH:17]=3)[CH:12]=[CH:11][CH:10]=2)[OH:8])=[CH:5][N:4]=[C:3]1[O:19][CH2:20][CH2:21][CH2:22][N:23]1[CH2:28][CH2:27][CH2:26][CH2:25][CH2:24]1, predict the reactants needed to synthesize it. The reactants are: [CH3:1][N:2]1[C:6]([C:7]([C:9]2[C:18]3[C:13](=[CH:14][CH:15]=[CH:16][CH:17]=3)[CH:12]=[CH:11][CH:10]=2)=[O:8])=[CH:5][N:4]=[C:3]1[O:19][CH2:20][CH2:21][CH2:22][N:23]1[CH2:28][CH2:27][CH2:26][CH2:25][CH2:24]1.